The task is: Predict which catalyst facilitates the given reaction.. This data is from Catalyst prediction with 721,799 reactions and 888 catalyst types from USPTO. (1) Reactant: C1COCC1.[Cl:6][C:7]1[CH:8]=[C:9]([C:16]([O:18]CC)=[O:17])[C:10]2[N:11]([CH:13]=[N:14][N:15]=2)[N:12]=1.[OH-].[Na+].Cl. Product: [Cl:6][C:7]1[CH:8]=[C:9]([C:16]([OH:18])=[O:17])[C:10]2[N:11]([CH:13]=[N:14][N:15]=2)[N:12]=1. The catalyst class is: 8. (2) Reactant: [Cl:1][C:2]1[C:6]([Cl:7])=[C:5]([CH3:8])[NH:4][C:3]=1[C:9]([NH:11][CH:12]1[CH2:17][CH2:16][N:15]([N:18]=O)[CH2:14][CH2:13]1)=[O:10].C([O-])([O-])=O.[Na+].[Na+]. Product: [NH2:18][N:15]1[CH2:16][CH2:17][CH:12]([NH:11][C:9]([C:3]2[NH:4][C:5]([CH3:8])=[C:6]([Cl:7])[C:2]=2[Cl:1])=[O:10])[CH2:13][CH2:14]1. The catalyst class is: 72.